From a dataset of Peptide-MHC class I binding affinity with 185,985 pairs from IEDB/IMGT. Regression. Given a peptide amino acid sequence and an MHC pseudo amino acid sequence, predict their binding affinity value. This is MHC class I binding data. (1) The peptide sequence is SLVLGVNEK. The MHC is HLA-A33:01 with pseudo-sequence HLA-A33:01. The binding affinity (normalized) is 0.00606. (2) The peptide sequence is KIGMFNLTF. The MHC is HLA-B15:01 with pseudo-sequence HLA-B15:01. The binding affinity (normalized) is 1.00. (3) The peptide sequence is YLALYNKYK. The binding affinity (normalized) is 0.510. The MHC is HLA-A03:01 with pseudo-sequence HLA-A03:01. (4) The peptide sequence is GLFWGGIWY. The MHC is HLA-A02:12 with pseudo-sequence HLA-A02:12. The binding affinity (normalized) is 0.0847. (5) The peptide sequence is LGYVYARA. The MHC is H-2-Kb with pseudo-sequence H-2-Kb. The binding affinity (normalized) is 0.958. (6) The peptide sequence is FPRSAERAG. The MHC is HLA-A11:01 with pseudo-sequence HLA-A11:01. The binding affinity (normalized) is 0.0847. (7) The peptide sequence is VWKQLFPEL. The MHC is HLA-B39:01 with pseudo-sequence HLA-B39:01. The binding affinity (normalized) is 0.0847. (8) The peptide sequence is FCNLSDAHK. The MHC is HLA-A33:01 with pseudo-sequence HLA-A33:01. The binding affinity (normalized) is 0.226. (9) The peptide sequence is TRSFTTHFL. The MHC is HLA-A02:12 with pseudo-sequence HLA-A02:12. The binding affinity (normalized) is 0.0847. (10) The peptide sequence is APTLHRLGI. The MHC is HLA-A02:06 with pseudo-sequence HLA-A02:06. The binding affinity (normalized) is 0.0847.